This data is from Catalyst prediction with 721,799 reactions and 888 catalyst types from USPTO. The task is: Predict which catalyst facilitates the given reaction. Reactant: C(OC[N:9]1[CH:13]=[C:12]([CH2:14][CH2:15][CH2:16][C:17]([NH:19][CH:20]2[CH2:25][CH2:24][N:23]([C:26](=[O:37])/[CH:27]=[CH:28]/[C:29]3[CH:34]=[C:33]([Cl:35])[CH:32]=[C:31]([Cl:36])[CH:30]=3)[CH2:22][CH2:21]2)=[O:18])[N:11]=[N:10]1)(=O)C(C)(C)C.[OH-].[Na+].Cl. Product: [Cl:35][C:33]1[CH:34]=[C:29](/[CH:28]=[CH:27]/[C:26]([N:23]2[CH2:22][CH2:21][CH:20]([NH:19][C:17](=[O:18])[CH2:16][CH2:15][CH2:14][C:12]3[N:11]=[N:10][NH:9][CH:13]=3)[CH2:25][CH2:24]2)=[O:37])[CH:30]=[C:31]([Cl:36])[CH:32]=1. The catalyst class is: 5.